Dataset: Forward reaction prediction with 1.9M reactions from USPTO patents (1976-2016). Task: Predict the product of the given reaction. (1) Given the reactants [C:1]([O:5][CH2:6][CH2:7][OH:8])(=[O:4])[CH:2]=[CH2:3].[O:9]=[C:10]=[N:11][CH:12]1[CH2:21][C:20]([CH3:23])([CH3:22])[CH2:19][C:14]([CH3:24])([CH2:15][N:16]=[C:17]=[O:18])[CH2:13]1.COC1C=CC(O)=CC=1.C([O-])(=O)CCCCCCCCCCC.C([O-])(=O)CCCCCCCCCCC.C([Sn+2]CCCC)CCC, predict the reaction product. The product is: [C:1]([OH:5])(=[O:4])[CH:2]=[CH2:3].[NH2:11][C:1]([O:5][CH2:6][CH3:7])=[O:4].[O:9]=[C:10]=[N:11][CH:12]1[CH2:21][C:20]([CH3:23])([CH3:22])[CH2:19][C:14]([CH3:24])([CH2:15][N:16]=[C:17]=[O:18])[CH2:13]1.[C:1]([O:5][CH2:6][CH2:7][OH:8])(=[O:4])[CH:2]=[CH2:3]. (2) Given the reactants [F:1][C:2]1[CH:11]=[C:10]2[C:5]([CH:6]=[CH:7][CH:8]=[N:9]2)=[CH:4][C:3]=1[CH2:12][C:13]1[N:17]2[N:18]=[C:19]([C:22]3[CH:23]=[N:24][N:25]([CH2:27][CH2:28][N:29]4[CH2:33][CH2:32][CH2:31][CH2:30]4)[CH:26]=3)[CH:20]=[CH:21][C:16]2=[N:15][CH:14]=1.Cl.ClCCN1CC[O:41]CC1, predict the reaction product. The product is: [F:1][C:2]1[CH:11]=[C:10]2[C:5]([CH:6]=[CH:7][CH:8]=[N:9]2)=[CH:4][C:3]=1[CH2:12][C:13]1[N:17]2[N:18]=[C:19]([C:22]3[CH:23]=[N:24][N:25]([CH2:27][CH2:28][N:29]4[CH2:33][CH2:32][O:41][CH2:31][CH2:30]4)[CH:26]=3)[CH:20]=[CH:21][C:16]2=[N:15][CH:14]=1. (3) Given the reactants [NH2:1][C:2]1[S:3][CH:4]=[C:5]([CH2:7][C:8]([NH:10][C:11]2[CH:37]=[CH:36][C:14]([CH2:15][C@H:16]3[CH2:20][CH2:19][C@H:18]([C@H:21]([OH:28])[C:22]4[CH:27]=[CH:26][CH:25]=[CH:24][CH:23]=4)[N:17]3C(OC(C)(C)C)=O)=[CH:13][C:12]=2[Br:38])=[O:9])[N:6]=1.C(O)(C(F)(F)F)=O.C1(C)C=CC=CC=1, predict the reaction product. The product is: [NH2:1][C:2]1[S:3][CH:4]=[C:5]([CH2:7][C:8]([NH:10][C:11]2[CH:37]=[CH:36][C:14]([CH2:15][C@H:16]3[CH2:20][CH2:19][C@H:18]([C@H:21]([OH:28])[C:22]4[CH:23]=[CH:24][CH:25]=[CH:26][CH:27]=4)[NH:17]3)=[CH:13][C:12]=2[Br:38])=[O:9])[N:6]=1. (4) Given the reactants [CH3:1][N:2]([CH3:27])[CH2:3][CH2:4][NH:5][C:6]([C:8]1[C:21]2[C:12](=[N:13][C:14]3[C:19]([N:20]=2)=[C:18]2[CH:22]=[CH:23][CH:24]=[C:25]([NH2:26])[C:17]2=[CH:16][CH:15]=3)[CH:11]=[CH:10][CH:9]=1)=[O:7].C=O.[C-:30]#[N:31].[K+].Cl.[CH3:34]O, predict the reaction product. The product is: [CH3:1][N:2]([CH3:27])[CH2:3][CH2:4][NH:5][C:6]([C:8]1[C:21]2[C:12](=[N:13][C:14]3[C:19]([N:20]=2)=[C:18]2[CH:22]=[CH:23][CH:24]=[C:25]([NH:26][CH2:34][C:30]#[N:31])[C:17]2=[CH:16][CH:15]=3)[CH:11]=[CH:10][CH:9]=1)=[O:7]. (5) Given the reactants [CH2:1]([O:3][C:4]([C:6]1[NH:7][C:8]2[C:13]([CH:14]=1)=[C:12]([CH3:15])[C:11]([O:16][C:17]1[CH:22]=[CH:21][C:20]([OH:23])=[C:19]([C:24](=O)[C:25]3[CH:30]=[CH:29][C:28]([F:31])=[CH:27][CH:26]=3)[CH:18]=1)=[C:10]([CH3:33])[CH:9]=2)=[O:5])[CH3:2].C([SiH](CC)CC)C.O.C(OCC)(=O)C, predict the reaction product. The product is: [CH2:1]([O:3][C:4]([C:6]1[NH:7][C:8]2[C:13]([CH:14]=1)=[C:12]([CH3:15])[C:11]([O:16][C:17]1[CH:22]=[CH:21][C:20]([OH:23])=[C:19]([CH2:24][C:25]3[CH:26]=[CH:27][C:28]([F:31])=[CH:29][CH:30]=3)[CH:18]=1)=[C:10]([CH3:33])[CH:9]=2)=[O:5])[CH3:2].